Regression. Given a peptide amino acid sequence and an MHC pseudo amino acid sequence, predict their binding affinity value. This is MHC class II binding data. From a dataset of Peptide-MHC class II binding affinity with 134,281 pairs from IEDB. (1) The peptide sequence is SGIAFGSMAKKGDEQ. The MHC is DRB1_0405 with pseudo-sequence DRB1_0405. The binding affinity (normalized) is 0.0666. (2) The peptide sequence is EPIAPYHFDLSGHAF. The MHC is DRB1_0701 with pseudo-sequence DRB1_0701. The binding affinity (normalized) is 0.108.